Dataset: Full USPTO retrosynthesis dataset with 1.9M reactions from patents (1976-2016). Task: Predict the reactants needed to synthesize the given product. The reactants are: COC1C=CC(C[CH:10]2[C:19](=[O:20])[C:18]3[C:13](=CC(O)=[C:16](OC)[C:17]=3[OH:21])[O:12][CH2:11]2)=CC=1O.[C:26](OC(=O)C)(=[O:28])C.B(F)(F)F.[O:37]([CH2:40]C)[CH2:38][CH3:39]. Given the product [OH:20][C:19]1[C:18]([C:17](=[O:21])[CH3:16])=[C:13]([O:12][CH3:11])[C:39]([O:28][CH3:26])=[C:38]([O:37][CH3:40])[CH:10]=1, predict the reactants needed to synthesize it.